This data is from Catalyst prediction with 721,799 reactions and 888 catalyst types from USPTO. The task is: Predict which catalyst facilitates the given reaction. (1) Reactant: C(OC([N:8]1[CH2:13][CH2:12][N:11]([CH2:14][C:15]#[C:16][C:17]2[CH:22]=[CH:21][CH:20]=[C:19]([Cl:23])[CH:18]=2)[CH2:10][CH2:9]1)=O)(C)(C)C.FC(F)(F)C(O)=O.O.C(=O)(O)[O-].[Na+]. Product: [Cl:23][C:19]1[CH:18]=[C:17]([C:16]#[C:15][CH2:14][N:11]2[CH2:10][CH2:9][NH:8][CH2:13][CH2:12]2)[CH:22]=[CH:21][CH:20]=1. The catalyst class is: 4. (2) Reactant: [CH3:1][N:2]([CH3:28])[C@@H:3]1[CH2:7][CH2:6][N:5]([C:8]2[CH:17]=[C:16]3[C:11]([C:12](=[O:26])[N:13]([CH2:18][O:19][C:20](=[O:25])[C:21]([CH3:24])([CH3:23])[CH3:22])[CH:14]=[N:15]3)=[C:10]([OH:27])[CH:9]=2)[CH2:4]1.O[CH:30]1[CH2:35][CH2:34][N:33]([CH3:36])[CH2:32][CH2:31]1.C1(P(C2C=CC=CC=2)C2C=CC=CC=2)C=CC=CC=1.N(C(OC(C)(C)C)=O)=NC(OC(C)(C)C)=O. The catalyst class is: 2. Product: [CH3:28][N:2]([CH3:1])[C@@H:3]1[CH2:7][CH2:6][N:5]([C:8]2[CH:17]=[C:16]3[C:11]([C:12](=[O:26])[N:13]([CH2:18][O:19][C:20](=[O:25])[C:21]([CH3:23])([CH3:24])[CH3:22])[CH:14]=[N:15]3)=[C:10]([O:27][CH:30]3[CH2:35][CH2:34][N:33]([CH3:36])[CH2:32][CH2:31]3)[CH:9]=2)[CH2:4]1. (3) Reactant: [NH:1]1[C:9]2[C:4](=[N:5][C:6]([C:10](OC)=[O:11])=[CH:7][CH:8]=2)[CH:3]=[N:2]1.[H-].[H-].[H-].[H-].[Li+].[Al+3].[OH-].[Na+]. Product: [NH:1]1[C:9]2[C:4](=[N:5][C:6]([CH2:10][OH:11])=[CH:7][CH:8]=2)[CH:3]=[N:2]1. The catalyst class is: 116.